From a dataset of Reaction yield outcomes from USPTO patents with 853,638 reactions. Predict the reaction yield, written as a fraction of the theoretical maximum amount of product (1.0 means a 100% yield; for example, 0.34 means a 34% yield). (1) The reactants are [Cl:1][C:2]1[CH:25]=[CH:24][C:5]([CH2:6][NH:7][C:8]([C:10]2[C:11]([OH:23])=[C:12]3[CH:18]=[C:17]([C:19]#[C:20][CH2:21][OH:22])[S:16][C:13]3=[N:14][CH:15]=2)=[O:9])=[CH:4][CH:3]=1. The catalyst is [Pd].C(Cl)Cl.CO. The product is [Cl:1][C:2]1[CH:3]=[CH:4][C:5]([CH2:6][NH:7][C:8]([C:10]2[C:11]([OH:23])=[C:12]3[CH:18]=[C:17]([CH2:19][CH2:20][CH2:21][OH:22])[S:16][C:13]3=[N:14][CH:15]=2)=[O:9])=[CH:24][CH:25]=1. The yield is 0.270. (2) The reactants are [NH2:1][CH:2]1[C:11]2[CH:10]=[N:9][CH:8]=[C:7]([C:12]3[CH:19]=[CH:18][C:15]([C:16]#[N:17])=[CH:14][CH:13]=3)[C:6]=2[CH2:5][CH2:4][CH2:3]1.[C:20](Cl)(=[O:24])[CH:21]([CH3:23])[CH3:22]. No catalyst specified. The product is [C:16]([C:15]1[CH:14]=[CH:13][C:12]([C:7]2[C:6]3[CH2:5][CH2:4][CH2:3][CH:2]([NH:1][C:20](=[O:24])[CH:21]([CH3:23])[CH3:22])[C:11]=3[CH:10]=[N:9][CH:8]=2)=[CH:19][CH:18]=1)#[N:17]. The yield is 0.630. (3) The reactants are C1(P(N=[N+]=[N-])(C2C=CC=CC=2)=[O:8])C=CC=CC=1.[CH3:18][S:19]([NH:22][C:23]1[CH:24]=[C:25]([CH:29]=[C:30]([N:32]2[CH2:37][CH2:36][O:35][CH2:34][CH2:33]2)[CH:31]=1)C(O)=O)(=[O:21])=[O:20].CC[N:40]([CH:44](C)C)C(C)C.[C:47]([OH:51])([CH3:50])([CH3:49])[CH3:48]. No catalyst specified. The product is [CH3:18][S:19]([NH:22][C:23]1[CH:24]=[C:25]([NH:40][C:44](=[O:8])[O:51][C:47]([CH3:50])([CH3:49])[CH3:48])[CH:29]=[C:30]([N:32]2[CH2:33][CH2:34][O:35][CH2:36][CH2:37]2)[CH:31]=1)(=[O:20])=[O:21]. The yield is 0.350. (4) The reactants are [CH2:1]([O:8][C:9]1[C:10]([C:29]([N:31]([CH2:38][CH2:39]O)[CH:32]([CH3:37])[C:33]([F:36])([F:35])[F:34])=[O:30])=[N:11][C:12]([CH2:16][C:17]2([C:22]3[CH:27]=[CH:26][C:25]([Cl:28])=[CH:24][CH:23]=3)[CH2:21][CH2:20][CH2:19][CH2:18]2)=[N:13][C:14]=1[OH:15])[C:2]1[CH:7]=[CH:6][CH:5]=[CH:4][CH:3]=1.C1(P(C2C=CC=CC=2)C2C=CC=CC=2)C=CC=CC=1.N(C(OC(C)C)=O)=NC(OC(C)C)=O. The catalyst is ClCCl. The product is [CH2:1]([O:8][C:9]1[C:14](=[O:15])[N:13]=[C:12]([CH2:16][C:17]2([C:22]3[CH:23]=[CH:24][C:25]([Cl:28])=[CH:26][CH:27]=3)[CH2:21][CH2:20][CH2:19][CH2:18]2)[N:11]2[CH2:39][CH2:38][N:31]([CH:32]([CH3:37])[C:33]([F:35])([F:34])[F:36])[C:29](=[O:30])[C:10]=12)[C:2]1[CH:7]=[CH:6][CH:5]=[CH:4][CH:3]=1. The yield is 0.919. (5) The reactants are [F:1][C:2]1[CH:3]=[N:4][CH:5]=[C:6]([F:17])[C:7]=1[C:8]([NH:10][C:11]1[S:12][C:13](Br)=[CH:14][N:15]=1)=[O:9].[F:18][C:19]1([F:38])[O:23][C:22]2[CH:24]=[C:25]([CH3:37])[C:26](B3OC(C)(C)C(C)(C)O3)=[CH:27][C:21]=2[O:20]1.[O-]P([O-])([O-])=O.[K+].[K+].[K+]. The catalyst is C(#N)C.O1CCOCC1.O.C(OCC)(=O)C. The product is [F:1][C:2]1[CH:3]=[N:4][CH:5]=[C:6]([F:17])[C:7]=1[C:8]([NH:10][C:11]1[S:12][C:13]([C:26]2[C:25]([CH3:37])=[CH:24][C:22]3[O:23][C:19]([F:18])([F:38])[O:20][C:21]=3[CH:27]=2)=[CH:14][N:15]=1)=[O:9]. The yield is 0.408. (6) The reactants are FC(F)(F)S(O[C:7]1[CH:16]=[C:15]2[C:10]([CH2:11][CH2:12][CH:13]([C:17]([O:19][CH3:20])=[O:18])[CH2:14]2)=[CH:9][CH:8]=1)(=O)=O.CN(C)C=O.C(=O)([O-])[O-].[Na+].[Na+].O.[Cl-].[Li+].[Cl:37][C:38]1[CH:39]=[C:40](B(O)O)[CH:41]=[CH:42][CH:43]=1. The catalyst is C1C=CC([P]([Pd]([P](C2C=CC=CC=2)(C2C=CC=CC=2)C2C=CC=CC=2)([P](C2C=CC=CC=2)(C2C=CC=CC=2)C2C=CC=CC=2)[P](C2C=CC=CC=2)(C2C=CC=CC=2)C2C=CC=CC=2)(C2C=CC=CC=2)C2C=CC=CC=2)=CC=1.C(OCC)(=O)C. The product is [Cl:37][C:38]1[CH:43]=[C:42]([C:7]2[CH:16]=[C:15]3[C:10]([CH2:11][CH2:12][CH:13]([C:17]([O:19][CH3:20])=[O:18])[CH2:14]3)=[CH:9][CH:8]=2)[CH:41]=[CH:40][CH:39]=1. The yield is 0.640.